This data is from NCI-60 drug combinations with 297,098 pairs across 59 cell lines. The task is: Regression. Given two drug SMILES strings and cell line genomic features, predict the synergy score measuring deviation from expected non-interaction effect. (1) Drug 1: C1=C(C(=O)NC(=O)N1)F. Drug 2: CC1(CCCN1)C2=NC3=C(C=CC=C3N2)C(=O)N. Cell line: UACC62. Synergy scores: CSS=17.9, Synergy_ZIP=-0.916, Synergy_Bliss=0.820, Synergy_Loewe=-11.9, Synergy_HSA=-2.43. (2) Drug 1: CC1=C(C=C(C=C1)NC2=NC=CC(=N2)N(C)C3=CC4=NN(C(=C4C=C3)C)C)S(=O)(=O)N.Cl. Drug 2: CC12CCC(CC1=CCC3C2CCC4(C3CC=C4C5=CN=CC=C5)C)O. Cell line: SNB-19. Synergy scores: CSS=1.07, Synergy_ZIP=0.0233, Synergy_Bliss=0.756, Synergy_Loewe=-1.54, Synergy_HSA=-0.672. (3) Drug 1: CC(C1=C(C=CC(=C1Cl)F)Cl)OC2=C(N=CC(=C2)C3=CN(N=C3)C4CCNCC4)N. Drug 2: C1=NC(=NC(=O)N1C2C(C(C(O2)CO)O)O)N. Cell line: SNB-75. Synergy scores: CSS=-0.791, Synergy_ZIP=0.510, Synergy_Bliss=0.840, Synergy_Loewe=-2.57, Synergy_HSA=-1.23. (4) Drug 1: C1=CC(=C2C(=C1NCCNCCO)C(=O)C3=C(C=CC(=C3C2=O)O)O)NCCNCCO. Drug 2: C1=NC(=NC(=O)N1C2C(C(C(O2)CO)O)O)N. Cell line: EKVX. Synergy scores: CSS=28.1, Synergy_ZIP=0.229, Synergy_Bliss=0.533, Synergy_Loewe=-12.9, Synergy_HSA=0.0147. (5) Drug 2: CS(=O)(=O)OCCCCOS(=O)(=O)C. Cell line: OVCAR-5. Drug 1: CC1C(C(CC(O1)OC2CC(OC(C2O)C)OC3=CC4=CC5=C(C(=O)C(C(C5)C(C(=O)C(C(C)O)O)OC)OC6CC(C(C(O6)C)O)OC7CC(C(C(O7)C)O)OC8CC(C(C(O8)C)O)(C)O)C(=C4C(=C3C)O)O)O)O. Synergy scores: CSS=41.6, Synergy_ZIP=-2.83, Synergy_Bliss=-2.34, Synergy_Loewe=-8.90, Synergy_HSA=-0.296. (6) Cell line: K-562. Synergy scores: CSS=51.3, Synergy_ZIP=-0.576, Synergy_Bliss=-0.678, Synergy_Loewe=-3.07, Synergy_HSA=3.83. Drug 1: C1=CN(C(=O)N=C1N)C2C(C(C(O2)CO)O)O.Cl. Drug 2: C1C(C(OC1N2C=NC3=C(N=C(N=C32)Cl)N)CO)O. (7) Drug 1: C(=O)(N)NO. Drug 2: CCCCCOC(=O)NC1=NC(=O)N(C=C1F)C2C(C(C(O2)C)O)O. Cell line: MDA-MB-435. Synergy scores: CSS=0.0740, Synergy_ZIP=0.388, Synergy_Bliss=0.147, Synergy_Loewe=-0.863, Synergy_HSA=-0.814. (8) Drug 1: CC1=CC=C(C=C1)C2=CC(=NN2C3=CC=C(C=C3)S(=O)(=O)N)C(F)(F)F. Drug 2: COC1=NC(=NC2=C1N=CN2C3C(C(C(O3)CO)O)O)N. Cell line: HOP-92. Synergy scores: CSS=0.925, Synergy_ZIP=3.50, Synergy_Bliss=5.91, Synergy_Loewe=-0.131, Synergy_HSA=-0.240. (9) Synergy scores: CSS=42.0, Synergy_ZIP=-12.5, Synergy_Bliss=-4.54, Synergy_Loewe=-9.06, Synergy_HSA=-0.450. Drug 1: CCC1=CC2CC(C3=C(CN(C2)C1)C4=CC=CC=C4N3)(C5=C(C=C6C(=C5)C78CCN9C7C(C=CC9)(C(C(C8N6C)(C(=O)OC)O)OC(=O)C)CC)OC)C(=O)OC.C(C(C(=O)O)O)(C(=O)O)O. Cell line: HOP-92. Drug 2: CCC1(CC2CC(C3=C(CCN(C2)C1)C4=CC=CC=C4N3)(C5=C(C=C6C(=C5)C78CCN9C7C(C=CC9)(C(C(C8N6C)(C(=O)OC)O)OC(=O)C)CC)OC)C(=O)OC)O.OS(=O)(=O)O. (10) Drug 1: CCC1(CC2CC(C3=C(CCN(C2)C1)C4=CC=CC=C4N3)(C5=C(C=C6C(=C5)C78CCN9C7C(C=CC9)(C(C(C8N6C)(C(=O)OC)O)OC(=O)C)CC)OC)C(=O)OC)O.OS(=O)(=O)O. Drug 2: C1=NC(=NC(=O)N1C2C(C(C(O2)CO)O)O)N. Cell line: NCI/ADR-RES. Synergy scores: CSS=5.17, Synergy_ZIP=0.656, Synergy_Bliss=8.36, Synergy_Loewe=-2.06, Synergy_HSA=-1.47.